From a dataset of Forward reaction prediction with 1.9M reactions from USPTO patents (1976-2016). Predict the product of the given reaction. Given the reactants [Cl:1][C:2]1[CH:16]=[C:15]([F:17])[C:14]([N:18]2[C:23](=[O:24])[CH:22]=[C:21]([C:25]([F:28])([F:27])[F:26])[N:20]([CH3:29])[C:19]2=[O:30])=[CH:13][C:3]=1[C:4]([O:6][C:7]([CH3:12])([CH3:11])[C:8]([OH:10])=[O:9])=[O:5].[CH3:31][N:32]([CH3:37])[S:33]([NH2:36])(=[O:35])=[O:34].C(N(CC)CC)C, predict the reaction product. The product is: [CH3:31][N:32]([CH3:37])[S:33]([NH2:36])(=[O:35])=[O:34].[Cl:1][C:2]1[CH:16]=[C:15]([F:17])[C:14]([N:18]2[C:23](=[O:24])[CH:22]=[C:21]([C:25]([F:26])([F:28])[F:27])[N:20]([CH3:29])[C:19]2=[O:30])=[CH:13][C:3]=1[C:4]([O:6][C:7]([CH3:12])([CH3:11])[C:8]([OH:10])=[O:9])=[O:5].